Predict the reactants needed to synthesize the given product. From a dataset of Full USPTO retrosynthesis dataset with 1.9M reactions from patents (1976-2016). (1) Given the product [O:7]1[C:11]2[CH:12]=[CH:13][C:14]([CH:16]([CH2:20][CH:19]=[O:21])[CH2:17][CH:18]=[O:22])=[CH:15][C:10]=2[O:9][CH2:8]1, predict the reactants needed to synthesize it. The reactants are: I([O-])(=O)(=O)=O.[Na+].[O:7]1[C:11]2[CH:12]=[CH:13][C:14]([CH:16]3[CH2:20][CH:19]([OH:21])[CH:18]([OH:22])[CH2:17]3)=[CH:15][C:10]=2[O:9][CH2:8]1. (2) Given the product [BrH:16].[Cl:1][C:2]1[CH:7]=[C:6]([C:8]2[CH:9]=[CH:10][C:11]([OH:14])=[CH:12][CH:13]=2)[CH:5]=[CH:4][N:3]=1, predict the reactants needed to synthesize it. The reactants are: [Cl:1][C:2]1[CH:7]=[C:6]([C:8]2[CH:13]=[CH:12][C:11]([O:14]C)=[CH:10][CH:9]=2)[CH:5]=[CH:4][N:3]=1.[BrH:16]. (3) Given the product [NH2:10][C:8]1[CH:9]=[C:4]2[C:5]([CH2:13][CH:14]([CH3:19])[C:15](=[O:16])[NH:1]2)=[CH:6][CH:7]=1, predict the reactants needed to synthesize it. The reactants are: [N+:1]([C:4]1[CH:9]=[C:8]([N+:10]([O-])=O)[CH:7]=[CH:6][C:5]=1[CH2:13][CH:14]([CH3:19])[C:15](OC)=[O:16])([O-])=O. (4) Given the product [Br:1][C:2]1[CH:3]=[C:4]2[C:9](=[CH:10][CH:11]=1)[CH:8]=[C:7]([CH:12]=[O:13])[CH:6]=[CH:5]2, predict the reactants needed to synthesize it. The reactants are: [Br:1][C:2]1[CH:3]=[C:4]2[C:9](=[CH:10][CH:11]=1)[CH:8]=[C:7]([CH2:12][OH:13])[CH:6]=[CH:5]2.[Cr](Cl)([O-])(=O)=O.[NH+]1C=CC=CC=1. (5) Given the product [CH2:34]([O:41][C:42]1[CH:43]=[CH:44][C:45]([O:46][CH2:5][CH2:6][CH2:1][CH2:7][N:8]2[C:18](=[O:19])[C:17]3[C:12](=[CH:13][CH:14]=[CH:15][CH:16]=3)[S:9]2(=[O:10])=[O:11])=[CH:52][CH:53]=1)[C:35]1[CH:36]=[CH:37][CH:38]=[CH:39][CH:40]=1, predict the reactants needed to synthesize it. The reactants are: [C:1]1([CH2:7][N:8]2[C:18](=[O:19])[C:17]3[C:12](=[CH:13][CH:14]=[CH:15][CH:16]=3)[S:9]2(=[O:11])=[O:10])[CH:6]=[CH:5]C=CC=1.S1(C2C(=CC=CC=2)C(=O)N1)(=O)=O.[H-].[Na+].[CH2:34]([O:41][C:42]1[CH:53]=[CH:52][C:45]([O:46]CCCCBr)=[CH:44][CH:43]=1)[C:35]1[CH:40]=[CH:39][CH:38]=[CH:37][CH:36]=1.